This data is from Full USPTO retrosynthesis dataset with 1.9M reactions from patents (1976-2016). The task is: Predict the reactants needed to synthesize the given product. (1) The reactants are: CC1(C)[O:7][C:6](=[O:8])[CH2:5][C:4](=[O:9])O1.[F:11][C:12]1[CH:17]=[CH:16][C:15]([NH:18]/[N:19]=[C:20](\[CH3:23])/[CH:21]=O)=[CH:14][CH:13]=1. Given the product [F:11][C:12]1[CH:13]=[CH:14][C:15]([N:18]2[C:4](=[O:9])[C:5]([C:6]([OH:7])=[O:8])=[CH:21][C:20]([CH3:23])=[N:19]2)=[CH:16][CH:17]=1, predict the reactants needed to synthesize it. (2) Given the product [Cl:12][C:7]1[CH:8]=[C:9]2[C:4](=[CH:5][CH:6]=1)[N:3]=[C:2]([NH2:16])[CH:11]=[CH:10]2, predict the reactants needed to synthesize it. The reactants are: Cl[C:2]1[CH:11]=[CH:10][C:9]2[C:4](=[CH:5][CH:6]=[C:7]([Cl:12])[CH:8]=2)[N:3]=1.C([NH2:16])(=O)C.C([O-])([O-])=O.[K+].[K+]. (3) Given the product [Cl:1][C:2]1[CH:7]=[CH:6][CH:5]=[CH:4][C:3]=1[C:8]1[NH:9][CH:15]=[C:13]([CH2:12][OH:11])[N:10]=1, predict the reactants needed to synthesize it. The reactants are: [Cl:1][C:2]1[CH:7]=[CH:6][CH:5]=[CH:4][C:3]=1[C:8](=[NH:10])[NH2:9].[OH:11][CH2:12][C:13]([CH2:15]O)=O.[Cl-].[NH4+]. (4) Given the product [CH3:3][O:4][C:5]1[CH:10]=[CH:9][N:8]2[N:11]=[C:12]([C:25]3[CH:30]=[CH:29][CH:28]=[CH:27][CH:26]=3)[C:13]([CH2:14][C:15]3[N:20]=[C:19]([C:21]([OH:23])=[O:22])[CH:18]=[CH:17][CH:16]=3)=[C:7]2[CH:6]=1, predict the reactants needed to synthesize it. The reactants are: [OH-].[K+].[CH3:3][O:4][C:5]1[CH:10]=[CH:9][N:8]2[N:11]=[C:12]([C:25]3[CH:30]=[CH:29][CH:28]=[CH:27][CH:26]=3)[C:13]([CH2:14][C:15]3[N:20]=[C:19]([C:21]([O:23]C)=[O:22])[CH:18]=[CH:17][CH:16]=3)=[C:7]2[CH:6]=1.Cl. (5) Given the product [C:16]([CH2:17][CH2:18][NH:19][CH:11]1[CH2:12][CH2:13][N:8]([C:6]([O:5][C:1]([CH3:4])([CH3:3])[CH3:2])=[O:7])[CH2:9][CH2:10]1)#[N:15], predict the reactants needed to synthesize it. The reactants are: [C:1]([O:5][C:6]([N:8]1[CH2:13][CH2:12][C:11](=O)[CH2:10][CH2:9]1)=[O:7])([CH3:4])([CH3:3])[CH3:2].[NH2:15][CH2:16][CH2:17][C:18]#[N:19].C(O[BH-](OC(=O)C)OC(=O)C)(=O)C.[Na+]. (6) Given the product [OH:19][C:18]1[CH:17]=[CH:16][C:15]2[NH:14][C:13](=[O:20])[C:12]3[S:21][CH:22]=[CH:23][C:11]=3[C:10]=2[C:9]=1[C:6]1[CH:5]=[CH:4][C:3]([CH2:2][NH:1][C:24](=[O:25])[O:26][C:27]([CH3:30])([CH3:29])[CH3:28])=[CH:8][CH:7]=1, predict the reactants needed to synthesize it. The reactants are: [NH2:1][CH2:2][C:3]1[CH:8]=[CH:7][C:6]([C:9]2[C:10]3[C:11]4[CH:23]=[CH:22][S:21][C:12]=4[C:13](=[O:20])[NH:14][C:15]=3[CH:16]=[CH:17][C:18]=2[OH:19])=[CH:5][CH:4]=1.[C:24](O[C:24]([O:26][C:27]([CH3:30])([CH3:29])[CH3:28])=[O:25])([O:26][C:27]([CH3:30])([CH3:29])[CH3:28])=[O:25].